Dataset: Peptide-MHC class II binding affinity with 134,281 pairs from IEDB. Task: Regression. Given a peptide amino acid sequence and an MHC pseudo amino acid sequence, predict their binding affinity value. This is MHC class II binding data. The peptide sequence is KMDKLELKGMSYAMC. The MHC is DRB1_0901 with pseudo-sequence DRB1_0901. The binding affinity (normalized) is 0.358.